From a dataset of Reaction yield outcomes from USPTO patents with 853,638 reactions. Predict the reaction yield, written as a fraction of the theoretical maximum amount of product (1.0 means a 100% yield; for example, 0.34 means a 34% yield). The reactants are [C:1]1([C:7](=[C:15]2[CH2:20][C:19]([CH3:22])([CH3:21])[CH2:18][C:17]([CH3:24])([CH3:23])[CH2:16]2)[C:8]2[CH:13]=[CH:12][C:11]([OH:14])=[CH:10][CH:9]=2)[CH:6]=[CH:5][CH:4]=[CH:3][CH:2]=1.C([O-])([O-])=O.[K+].[K+].[CH2:31]([O:33][C:34](=[O:37])[CH2:35]Br)[CH3:32]. The catalyst is CC(C)=O. The product is [C:1]1([C:7](=[C:15]2[CH2:16][C:17]([CH3:24])([CH3:23])[CH2:18][C:19]([CH3:22])([CH3:21])[CH2:20]2)[C:8]2[CH:9]=[CH:10][C:11]([O:14][CH2:35][C:34]([O:33][CH2:31][CH3:32])=[O:37])=[CH:12][CH:13]=2)[CH:2]=[CH:3][CH:4]=[CH:5][CH:6]=1. The yield is 0.990.